Dataset: NCI-60 drug combinations with 297,098 pairs across 59 cell lines. Task: Regression. Given two drug SMILES strings and cell line genomic features, predict the synergy score measuring deviation from expected non-interaction effect. (1) Drug 1: C1=NC2=C(N1)C(=S)N=CN2. Drug 2: C(CN)CNCCSP(=O)(O)O. Cell line: NCIH23. Synergy scores: CSS=18.9, Synergy_ZIP=-10.3, Synergy_Bliss=-3.73, Synergy_Loewe=-39.7, Synergy_HSA=-6.12. (2) Drug 1: C1CNP(=O)(OC1)N(CCCl)CCCl. Drug 2: C1CN(P(=O)(OC1)NCCCl)CCCl. Cell line: OVCAR3. Synergy scores: CSS=-17.3, Synergy_ZIP=5.63, Synergy_Bliss=-14.8, Synergy_Loewe=-26.1, Synergy_HSA=-27.6. (3) Drug 1: C1=CC=C(C=C1)NC(=O)CCCCCCC(=O)NO. Drug 2: CN1C2=C(C=C(C=C2)N(CCCl)CCCl)N=C1CCCC(=O)O.Cl. Cell line: SF-268. Synergy scores: CSS=2.22, Synergy_ZIP=-2.16, Synergy_Bliss=-0.877, Synergy_Loewe=-10.1, Synergy_HSA=-3.34. (4) Drug 1: CC1=C(C(CCC1)(C)C)C=CC(=CC=CC(=CC(=O)O)C)C. Drug 2: CC(C)CN1C=NC2=C1C3=CC=CC=C3N=C2N. Cell line: OVCAR-8. Synergy scores: CSS=3.59, Synergy_ZIP=-1.80, Synergy_Bliss=1.47, Synergy_Loewe=0.989, Synergy_HSA=1.42. (5) Drug 1: C(CC(=O)O)C(=O)CN.Cl. Drug 2: CC1C(C(CC(O1)OC2CC(CC3=C2C(=C4C(=C3O)C(=O)C5=C(C4=O)C(=CC=C5)OC)O)(C(=O)CO)O)N)O.Cl. Cell line: HS 578T. Synergy scores: CSS=42.5, Synergy_ZIP=-1.66, Synergy_Bliss=-2.93, Synergy_Loewe=-0.886, Synergy_HSA=0.153. (6) Drug 1: C1=CC=C(C(=C1)C(C2=CC=C(C=C2)Cl)C(Cl)Cl)Cl. Drug 2: N.N.Cl[Pt+2]Cl. Cell line: UACC-257. Synergy scores: CSS=21.2, Synergy_ZIP=-6.88, Synergy_Bliss=-0.913, Synergy_Loewe=-11.5, Synergy_HSA=-2.02.